This data is from Full USPTO retrosynthesis dataset with 1.9M reactions from patents (1976-2016). The task is: Predict the reactants needed to synthesize the given product. (1) Given the product [Cl:1][C:2]1[CH:3]=[CH:4][C:5]([CH2:6][N:7]2[C:15]3[C:10](=[CH:11][CH:12]=[CH:13][CH:14]=3)[CH:9]=[C:8]2[C:16]([N:18]2[CH2:23][CH2:22][CH:21]([C:24]([NH:38][CH2:37][CH2:36][C:35]3[CH:48]=[CH:49][C:44]([CH:57]([CH3:58])[CH3:59])=[CH:45][CH:46]=3)=[O:25])[CH2:20][CH2:19]2)=[O:17])=[CH:27][CH:28]=1, predict the reactants needed to synthesize it. The reactants are: [Cl:1][C:2]1[CH:28]=[CH:27][C:5]([CH2:6][N:7]2[C:15]3[C:10](=[CH:11][CH:12]=[CH:13][CH:14]=3)[CH:9]=[C:8]2[C:16]([N:18]2[CH2:23][CH2:22][CH:21]([C:24](O)=[O:25])[CH2:20][CH2:19]2)=[O:17])=[CH:4][CH:3]=1.Cl.C(N=C=N[CH2:35][CH2:36][CH2:37][N:38](C)C)C.N1(O)[C:45]2[CH:46]=C[CH:48]=[CH:49][C:44]=2N=N1.C(N([CH:57]([CH3:59])[CH3:58])C(C)C)C. (2) The reactants are: [Cl:1][C:2]1[C:7]([CH2:8][NH:9][C:10]2[C:11]3[C:12](=[N:16][N:17]([CH2:19][C:20]4[CH:25]=[CH:24][C:23]([CH2:26][C:27]5[C:28]([O:33]C)=[N:29][CH:30]=[CH:31][CH:32]=5)=[CH:22][CH:21]=4)[CH:18]=3)[N:13]=[CH:14][N:15]=2)=[C:6]([F:35])[C:5]([O:36][CH3:37])=[CH:4][CH:3]=1.Cl. Given the product [Cl:1][C:2]1[C:7]([CH2:8][NH:9][C:10]2[C:11]3[C:12](=[N:16][N:17]([CH2:19][C:20]4[CH:21]=[CH:22][C:23]([CH2:26][C:27]5[C:28](=[O:33])[NH:29][CH:30]=[CH:31][CH:32]=5)=[CH:24][CH:25]=4)[CH:18]=3)[N:13]=[CH:14][N:15]=2)=[C:6]([F:35])[C:5]([O:36][CH3:37])=[CH:4][CH:3]=1, predict the reactants needed to synthesize it. (3) Given the product [Cl:26][C:25]1[C:24]([O:27][CH3:28])=[CH:23][C:22]([O:29][CH3:30])=[C:21]([Cl:31])[C:20]=1[N:11]([CH2:12][O:13][CH2:14][CH2:15][Si:16]([CH3:18])([CH3:19])[CH3:17])[C:9]([N:8]([C:4]1[CH:3]=[C:2]([NH:43][C:40]2[CH:41]=[CH:42][C:37]([CH2:36][N:34]([CH3:35])[CH3:33])=[CH:38][C:39]=2[N+:44]([O-:46])=[O:45])[N:7]=[CH:6][N:5]=1)[CH3:32])=[O:10], predict the reactants needed to synthesize it. The reactants are: Cl[C:2]1[N:7]=[CH:6][N:5]=[C:4]([N:8]([CH3:32])[C:9]([N:11]([C:20]2[C:25]([Cl:26])=[C:24]([O:27][CH3:28])[CH:23]=[C:22]([O:29][CH3:30])[C:21]=2[Cl:31])[CH2:12][O:13][CH2:14][CH2:15][Si:16]([CH3:19])([CH3:18])[CH3:17])=[O:10])[CH:3]=1.[CH3:33][N:34]([CH2:36][C:37]1[CH:42]=[CH:41][C:40]([NH2:43])=[C:39]([N+:44]([O-:46])=[O:45])[CH:38]=1)[CH3:35].C([O-])([O-])=O.[Cs+].[Cs+].CC1(C)C2C(=C(P(C3C=CC=CC=3)C3C=CC=CC=3)C=CC=2)OC2C(P(C3C=CC=CC=3)C3C=CC=CC=3)=CC=CC1=2. (4) Given the product [CH3:37][O:38][C:39]([C@@H:41]1[CH2:45][C@H:44]([O:3][S:1]([CH3:2])(=[O:5])=[O:4])[CH2:43][N:42]1[S:47]([C:50]1[CH:59]=[CH:58][C:57]2[C:52](=[CH:53][CH:54]=[CH:55][CH:56]=2)[CH:51]=1)(=[O:49])=[O:48])=[O:40], predict the reactants needed to synthesize it. The reactants are: [S:1]([O-:5])(=[O:4])(=[O:3])[CH3:2].CS(O)(=O)=O.C(N(CC)CC)C.C1(P(C2C=CC=CC=2)C2C=CC=CC=2)C=CC=CC=1.[CH3:37][O:38][C:39]([C@@H:41]1[CH2:45][C@@H:44](O)[CH2:43][N:42]1[S:47]([C:50]1[CH:59]=[CH:58][C:57]2[C:52](=[CH:53][CH:54]=[CH:55][CH:56]=2)[CH:51]=1)(=[O:49])=[O:48])=[O:40].N(C(OC(C)C)=O)=NC(OC(C)C)=O. (5) Given the product [C:1]([NH:4][C:5]1[N:6]=[C:7]([NH:27][C:28]2[CH:33]=[CH:32][CH:31]=[CH:30][CH:29]=2)[C:8]2[N:14]=[C:13]([C:15]3[CH:20]=[CH:19][C:18]([F:21])=[CH:17][CH:16]=3)[CH:12]=[CH:11][C:9]=2[N:10]=1)(=[O:3])[CH3:2], predict the reactants needed to synthesize it. The reactants are: [C:1]([NH:4][C:5]1[N:6]=[C:7](C2N=CNN=2)[C:8]2[N:14]=[C:13]([C:15]3[CH:20]=[CH:19][C:18]([F:21])=[CH:17][CH:16]=3)[CH:12]=[CH:11][C:9]=2[N:10]=1)(=[O:3])[CH3:2].[NH2:27][C:28]1[CH:33]=[CH:32][CH:31]=[CH:30][CH:29]=1.